From a dataset of NCI-60 drug combinations with 297,098 pairs across 59 cell lines. Regression. Given two drug SMILES strings and cell line genomic features, predict the synergy score measuring deviation from expected non-interaction effect. (1) Drug 1: CC1=C(C(CCC1)(C)C)C=CC(=CC=CC(=CC(=O)O)C)C. Drug 2: CC1C(C(CC(O1)OC2CC(OC(C2O)C)OC3=CC4=CC5=C(C(=O)C(C(C5)C(C(=O)C(C(C)O)O)OC)OC6CC(C(C(O6)C)O)OC7CC(C(C(O7)C)O)OC8CC(C(C(O8)C)O)(C)O)C(=C4C(=C3C)O)O)O)O. Cell line: OVCAR-8. Synergy scores: CSS=64.4, Synergy_ZIP=-0.0117, Synergy_Bliss=2.80, Synergy_Loewe=-8.80, Synergy_HSA=1.51. (2) Drug 2: C1CN(CCN1C(=O)CCBr)C(=O)CCBr. Drug 1: CN1C2=C(C=C(C=C2)N(CCCl)CCCl)N=C1CCCC(=O)O.Cl. Cell line: 786-0. Synergy scores: CSS=14.6, Synergy_ZIP=-3.31, Synergy_Bliss=-3.05, Synergy_Loewe=-6.40, Synergy_HSA=-2.33. (3) Drug 1: CC1=C(N=C(N=C1N)C(CC(=O)N)NCC(C(=O)N)N)C(=O)NC(C(C2=CN=CN2)OC3C(C(C(C(O3)CO)O)O)OC4C(C(C(C(O4)CO)O)OC(=O)N)O)C(=O)NC(C)C(C(C)C(=O)NC(C(C)O)C(=O)NCCC5=NC(=CS5)C6=NC(=CS6)C(=O)NCCC[S+](C)C)O. Drug 2: C1C(C(OC1N2C=NC3=C2NC=NCC3O)CO)O. Cell line: TK-10. Synergy scores: CSS=16.7, Synergy_ZIP=1.40, Synergy_Bliss=1.08, Synergy_Loewe=-6.82, Synergy_HSA=-0.0802. (4) Drug 1: C1CCC(C1)C(CC#N)N2C=C(C=N2)C3=C4C=CNC4=NC=N3. Drug 2: CC1=C(N=C(N=C1N)C(CC(=O)N)NCC(C(=O)N)N)C(=O)NC(C(C2=CN=CN2)OC3C(C(C(C(O3)CO)O)O)OC4C(C(C(C(O4)CO)O)OC(=O)N)O)C(=O)NC(C)C(C(C)C(=O)NC(C(C)O)C(=O)NCCC5=NC(=CS5)C6=NC(=CS6)C(=O)NCCC[S+](C)C)O. Cell line: UACC62. Synergy scores: CSS=-1.08, Synergy_ZIP=12.0, Synergy_Bliss=1.57, Synergy_Loewe=-14.3, Synergy_HSA=-7.64. (5) Drug 1: CCC1(CC2CC(C3=C(CCN(C2)C1)C4=CC=CC=C4N3)(C5=C(C=C6C(=C5)C78CCN9C7C(C=CC9)(C(C(C8N6C)(C(=O)OC)O)OC(=O)C)CC)OC)C(=O)OC)O.OS(=O)(=O)O. Drug 2: C1=NNC2=C1C(=O)NC=N2. Cell line: UO-31. Synergy scores: CSS=-0.578, Synergy_ZIP=0.770, Synergy_Bliss=0.440, Synergy_Loewe=-0.976, Synergy_HSA=-0.987. (6) Drug 1: C1CC(=O)NC(=O)C1N2CC3=C(C2=O)C=CC=C3N. Drug 2: C1CN(CCN1C(=O)CCBr)C(=O)CCBr. Cell line: HOP-92. Synergy scores: CSS=18.7, Synergy_ZIP=-0.0938, Synergy_Bliss=0.987, Synergy_Loewe=-1.17, Synergy_HSA=2.38. (7) Drug 1: COCCOC1=C(C=C2C(=C1)C(=NC=N2)NC3=CC=CC(=C3)C#C)OCCOC.Cl. Drug 2: CC1C(C(CC(O1)OC2CC(CC3=C2C(=C4C(=C3O)C(=O)C5=CC=CC=C5C4=O)O)(C(=O)C)O)N)O. Cell line: NCI-H460. Synergy scores: CSS=52.3, Synergy_ZIP=0.0252, Synergy_Bliss=1.70, Synergy_Loewe=3.06, Synergy_HSA=4.89.